Dataset: Reaction yield outcomes from USPTO patents with 853,638 reactions. Task: Predict the reaction yield, written as a fraction of the theoretical maximum amount of product (1.0 means a 100% yield; for example, 0.34 means a 34% yield). (1) The reactants are [C:1]([O:5][C:6]([NH:8][C@@H:9]([CH2:13][CH2:14][CH3:15])[C:10]([OH:12])=O)=[O:7])([CH3:4])([CH3:3])[CH3:2].CCN=C=NC[CH2:22][CH2:23][N:24]([CH3:26])C.Cl.CN1CCOCC1.N1CCC1. The catalyst is C(Cl)Cl. The product is [N:24]1([C:10](=[O:12])[C@@H:9]([NH:8][C:6](=[O:7])[O:5][C:1]([CH3:2])([CH3:3])[CH3:4])[CH2:13][CH2:14][CH3:15])[CH2:23][CH2:22][CH2:26]1. The yield is 0.600. (2) The reactants are Br[C:2]1[C:10]2[S:9][C:8]([NH:11][C:12]([C:14]3[S:15][C:16]([CH3:19])=[CH:17][CH:18]=3)=[O:13])=[N:7][C:6]=2[C:5]([O:20][CH3:21])=[CH:4][CH:3]=1.[N:22]1[CH:27]=[CH:26][C:25](B(O)O)=[CH:24][CH:23]=1. No catalyst specified. The product is [CH3:21][O:20][C:5]1[C:6]2[N:7]=[C:8]([NH:11][C:12]([C:14]3[S:15][C:16]([CH3:19])=[CH:17][CH:18]=3)=[O:13])[S:9][C:10]=2[C:2]([C:24]2[CH:23]=[N:22][CH:27]=[CH:26][CH:25]=2)=[CH:3][CH:4]=1. The yield is 0.0800. (3) The reactants are [NH2:1][C:2]1[CH:9]=[CH:8][CH:7]=[C:6](Br)[C:3]=1[C:4]#[N:5].[C:11]([Si](C)(C)C)#[CH:12].[OH-].[Na+]. The catalyst is CCN(CC)CC.C(OCC)(=O)C.C1C=CC([P]([Pd]([P](C2C=CC=CC=2)(C2C=CC=CC=2)C2C=CC=CC=2)([P](C2C=CC=CC=2)(C2C=CC=CC=2)C2C=CC=CC=2)[P](C2C=CC=CC=2)(C2C=CC=CC=2)C2C=CC=CC=2)(C2C=CC=CC=2)C2C=CC=CC=2)=CC=1. The product is [NH2:1][C:2]1[CH:9]=[CH:8][CH:7]=[C:6]([C:11]#[CH:12])[C:3]=1[C:4]#[N:5]. The yield is 0.930. (4) The reactants are [Br:1][C:2]1[CH:7]=[C:6]([F:8])[CH:5]=[CH:4][C:3]=1[CH2:9][C:10](O)=[O:11]. The catalyst is O1CCCC1. The product is [Br:1][C:2]1[CH:7]=[C:6]([F:8])[CH:5]=[CH:4][C:3]=1[CH2:9][CH2:10][OH:11]. The yield is 0.920. (5) The reactants are Cl.C([O:4][CH2:5][CH2:6][O:7][NH:8][C:9]([C:11]1[C:16]([NH:17][C:18]2[CH:23]=[CH:22][C:21]([Br:24])=[CH:20][C:19]=2[F:25])=[CH:15][C:14](=[O:26])[N:13]([CH3:27])[CH:12]=1)=[O:10])=C.CCO.[OH-].[Na+]. The catalyst is CCOC(C)=O.C1COCC1. The product is [OH:4][CH2:5][CH2:6][O:7][NH:8][C:9]([C:11]1[C:16]([NH:17][C:18]2[CH:23]=[CH:22][C:21]([Br:24])=[CH:20][C:19]=2[F:25])=[CH:15][C:14](=[O:26])[N:13]([CH3:27])[CH:12]=1)=[O:10]. The yield is 0.760. (6) The catalyst is CC(O)=O.[Pt]. The reactants are [F:1][C:2]1[CH:3]=[N:4][C:5]([N:8]2[C:16]3[CH:15]=[CH:14][N:13]=[C:12]([CH3:17])[C:11]=3[N:10]=[CH:9]2)=[N:6][CH:7]=1. The product is [F:1][C:2]1[CH:7]=[N:6][C:5]([N:8]2[C:16]3[CH2:15][CH2:14][NH:13][CH:12]([CH3:17])[C:11]=3[N:10]=[CH:9]2)=[N:4][CH:3]=1. The yield is 0.510. (7) The reactants are O1CCCCC1[N:7]1[C:15]2[C:10](=[CH:11][C:12]([C:16]3[N:20]=[CH:19][N:18](C(C4C=CC=CC=4)(C4C=CC=CC=4)C4C=CC=CC=4)[N:17]=3)=[CH:13][CH:14]=2)[C:9]([C:40]2[CH:41]=[C:42]([NH:46][C:47](=[O:52])[CH2:48][CH2:49][CH2:50][CH3:51])[CH:43]=[CH:44][CH:45]=2)=[N:8]1. The catalyst is Cl.O1CCOCC1. The product is [NH:18]1[CH:19]=[N:20][C:16]([C:12]2[CH:11]=[C:10]3[C:15](=[CH:14][CH:13]=2)[NH:7][N:8]=[C:9]3[C:40]2[CH:41]=[C:42]([NH:46][C:47](=[O:52])[CH2:48][CH2:49][CH2:50][CH3:51])[CH:43]=[CH:44][CH:45]=2)=[N:17]1. The yield is 0.515. (8) The reactants are Cl[C:2]1[CH:33]=[CH:32][C:5]([C:6]([NH:8][C:9]2[CH:14]=[C:13]([C:15]([N:17]3[CH2:22][CH:21]4[CH:19]([CH:20]4[C:23]4[CH:28]=[CH:27][C:26]([O:29][CH3:30])=[CH:25][CH:24]=4)[CH2:18]3)=[O:16])[CH:12]=[CH:11][C:10]=2[CH3:31])=[O:7])=[CH:4][N:3]=1.[CH:34]([NH2:37])([CH3:36])[CH3:35].C([O-])(O)=O.[Na+]. The catalyst is CS(C)=O. The product is [CH:34]([NH:37][C:2]1[CH:33]=[CH:32][C:5]([C:6]([NH:8][C:9]2[CH:14]=[C:13]([C:15]([N:17]3[CH2:18][CH:19]4[CH:21]([CH:20]4[C:23]4[CH:28]=[CH:27][C:26]([O:29][CH3:30])=[CH:25][CH:24]=4)[CH2:22]3)=[O:16])[CH:12]=[CH:11][C:10]=2[CH3:31])=[O:7])=[CH:4][N:3]=1)([CH3:36])[CH3:35]. The yield is 0.360.